This data is from Retrosynthesis with 50K atom-mapped reactions and 10 reaction types from USPTO. The task is: Predict the reactants needed to synthesize the given product. Given the product O=C(NCCO)c1ccc2cncc(-c3cccc(O)c3)c2n1, predict the reactants needed to synthesize it. The reactants are: O=C(NCCO)c1ccc2cncc(Br)c2n1.OB(O)c1cccc(O)c1.